From a dataset of Forward reaction prediction with 1.9M reactions from USPTO patents (1976-2016). Predict the product of the given reaction. (1) Given the reactants [CH2:1]1[C:6]2([CH2:11][CH2:10][CH2:9][CH2:8][CH2:7]2)[CH2:5][CH2:4][CH:3]([OH:12])[CH2:2]1.O[C:14]1[CH:15]=[C:16]2[C:21](=[CH:22][CH:23]=1)[CH:20]=[C:19]([C@:24]1([CH3:30])[CH2:28][O:27][C:26](=[O:29])[NH:25]1)[CH:18]=[CH:17]2.C1(P(C2C=CC=CC=2)C2C=CC=CC=2)C=CC=CC=1.O1CCCC1.N(C(OC(C)C)=O)=NC(OC(C)C)=O, predict the reaction product. The product is: [CH3:30][C@@:24]1([C:19]2[CH:18]=[CH:17][C:16]3[C:21](=[CH:22][CH:23]=[C:14]([O:12][CH:3]4[CH2:2][CH2:1][C:6]5([CH2:7][CH2:8][CH2:9][CH2:10][CH2:11]5)[CH2:5][CH2:4]4)[CH:15]=3)[CH:20]=2)[CH2:28][O:27][C:26](=[O:29])[NH:25]1. (2) Given the reactants [F:1][C:2]1[CH:9]=[CH:8][C:7](C=O)=[CH:6][C:3]=1[C:4]#[N:5].C(O)C.[CH:15]([O:22][CH2:23][CH3:24])([O:19][CH2:20][CH3:21])OCC, predict the reaction product. The product is: [CH2:23]([O:22][CH:15]([O:19][CH2:20][CH3:21])[C:7]1[CH:8]=[CH:9][C:2]([F:1])=[C:3]([CH:6]=1)[C:4]#[N:5])[CH3:24]. (3) The product is: [C:7]([C:11]1[CH:27]=[CH:26][CH:25]=[CH:24][C:12]=1[O:13][CH2:14][CH2:15][NH:16][CH3:17])([CH3:10])([CH3:8])[CH3:9]. Given the reactants [H-].[Al+3].[Li+].[H-].[H-].[H-].[C:7]([C:11]1[CH:27]=[CH:26][CH:25]=[CH:24][C:12]=1[O:13][CH2:14][CH2:15][NH:16][C:17](=O)OC(C)(C)C)([CH3:10])([CH3:9])[CH3:8], predict the reaction product. (4) Given the reactants [CH2:1]([O:3][C:4]([N:6]1[C:15]2[C:10](=[CH:11][C:12]([CH3:17])=[C:13]([CH3:16])[CH:14]=2)[N:9]([CH:18]([C:21]2[CH:26]=[C:25]([C:27]([F:30])([F:29])[F:28])[CH:24]=[C:23]([C:31]([F:34])([F:33])[F:32])[CH:22]=2)[CH2:19][OH:20])[CH2:8][CH:7]1[CH2:35][CH3:36])=[O:5])[CH3:2].[H-].[Na+].[CH3:39]I, predict the reaction product. The product is: [CH2:1]([O:3][C:4]([N:6]1[C:15]2[C:10](=[CH:11][C:12]([CH3:17])=[C:13]([CH3:16])[CH:14]=2)[N:9]([CH:18]([C:21]2[CH:26]=[C:25]([C:27]([F:28])([F:29])[F:30])[CH:24]=[C:23]([C:31]([F:34])([F:32])[F:33])[CH:22]=2)[CH2:19][O:20][CH3:39])[CH2:8][CH:7]1[CH2:35][CH3:36])=[O:5])[CH3:2]. (5) Given the reactants [H-].[Na+].[F:3][C:4]([F:24])([F:23])[C:5]1[CH:6]=[C:7]([C@H:15]2[O:20][C:19](=[O:21])[NH:18][C@@H:17]([CH3:22])[CH2:16]2)[CH:8]=[C:9]([C:11]([F:14])([F:13])[F:12])[CH:10]=1.[I:25][C:26]1[CH:31]=[CH:30][C:29]([C:32]([F:35])([F:34])[F:33])=[CH:28][C:27]=1[CH2:36]O, predict the reaction product. The product is: [F:24][C:4]([F:3])([F:23])[C:5]1[CH:6]=[C:7]([C@H:15]2[O:20][C:19](=[O:21])[N:18]([CH2:36][C:27]3[CH:28]=[C:29]([C:32]([F:33])([F:35])[F:34])[CH:30]=[CH:31][C:26]=3[I:25])[C@@H:17]([CH3:22])[CH2:16]2)[CH:8]=[C:9]([C:11]([F:12])([F:13])[F:14])[CH:10]=1. (6) Given the reactants [CH:1]([O:4][C:5]1[CH:27]=[N:26][C:8]2[N:9]([CH3:25])[C:10](=[O:24])[N:11]([CH2:14][CH2:15][CH2:16][O:17][CH:18]3[CH2:23][CH2:22][CH2:21][CH2:20][O:19]3)[C:12](=[O:13])[C:7]=2[CH:6]=1)([CH3:3])[CH3:2].[Li+].CC([N-]C(C)C)C.[Cl:36][C:37]1[CH:44]=[CH:43][C:40]([CH:41]=[O:42])=[CH:39][CH:38]=1, predict the reaction product. The product is: [Cl:36][C:37]1[CH:44]=[CH:43][C:40]([CH:41]([OH:42])[C:6]2[C:7]3[C:12](=[O:13])[N:11]([CH2:14][CH2:15][CH2:16][O:17][CH:18]4[CH2:23][CH2:22][CH2:21][CH2:20][O:19]4)[C:10](=[O:24])[N:9]([CH3:25])[C:8]=3[N:26]=[CH:27][C:5]=2[O:4][CH:1]([CH3:3])[CH3:2])=[CH:39][CH:38]=1. (7) The product is: [NH2:1][C:2]1([CH2:6][C:7]([NH2:13])=[O:9])[CH2:5][O:4][CH2:3]1. Given the reactants [NH2:1][C:2]1([CH2:6][C:7]([O:9]CC)=O)[CH2:5][O:4][CH2:3]1.[OH-].[NH4+:13], predict the reaction product.